From a dataset of TCR-epitope binding with 47,182 pairs between 192 epitopes and 23,139 TCRs. Binary Classification. Given a T-cell receptor sequence (or CDR3 region) and an epitope sequence, predict whether binding occurs between them. The epitope is KAFSPEVIPMF. The TCR CDR3 sequence is CASTGGSYGYTF. Result: 1 (the TCR binds to the epitope).